This data is from Catalyst prediction with 721,799 reactions and 888 catalyst types from USPTO. The task is: Predict which catalyst facilitates the given reaction. Reactant: [CH3:1][N:2]1[C:10]2[C:5](=[CH:6][CH:7]=[CH:8][C:9]=2[CH2:11][C:12]([NH2:14])=[O:13])[CH:4]=[CH:3]1.[CH3:15][C:16]1[CH:24]=[C:23]2[C:19]([C:20]([C:25](=O)[C:26](OC)=[O:27])=[CH:21][NH:22]2)=[CH:18][CH:17]=1.CC(C)([O-])C.[K+].C1COCC1. Product: [CH3:15][C:16]1[CH:24]=[C:23]2[C:19]([C:20]([C:25]3[C:26](=[O:27])[NH:14][C:12](=[O:13])[C:11]=3[C:9]3[CH:8]=[CH:7][CH:6]=[C:5]4[C:10]=3[N:2]([CH3:1])[CH:3]=[CH:4]4)=[CH:21][NH:22]2)=[CH:18][CH:17]=1. The catalyst class is: 3.